This data is from Reaction yield outcomes from USPTO patents with 853,638 reactions. The task is: Predict the reaction yield, written as a fraction of the theoretical maximum amount of product (1.0 means a 100% yield; for example, 0.34 means a 34% yield). (1) The reactants are [NH2:1][C:2]1[C:11]2[C:6](=[CH:7][CH:8]=[CH:9][CH:10]=2)[CH:5]=[CH:4][C:3]=1[C:12]([OH:21])([C:17]([F:20])([F:19])[F:18])[C:13]([F:16])([F:15])[F:14].[S:22]1[C:26]([C:27](Cl)=[O:28])=[CH:25][C:24]2[CH:30]=[CH:31][CH:32]=[CH:33][C:23]1=2. No catalyst specified. The product is [F:20][C:17]([F:18])([F:19])[C:12]([C:3]1[CH:4]=[CH:5][C:6]2[C:11](=[CH:10][CH:9]=[CH:8][CH:7]=2)[C:2]=1[NH:1][C:27]([C:26]1[S:22][C:23]2[CH:33]=[CH:32][CH:31]=[CH:30][C:24]=2[CH:25]=1)=[O:28])([OH:21])[C:13]([F:14])([F:15])[F:16]. The yield is 0.420. (2) The reactants are [C:1]([N:9]1[CH2:22][CH2:21][C:20]2[C:19]3[C:18]([O:23][C:24]4[CH:29]=[CH:28][CH:27]=[CH:26][CH:25]=4)=[CH:17][CH:16]=[CH:15][C:14]=3[NH:13][C:12]=2[CH2:11][CH2:10]1)(=O)[C:2]1[CH:7]=[CH:6][CH:5]=[CH:4][CH:3]=1.[H-].[Al+3].[Li+].[H-].[H-].[H-]. The catalyst is O1CCCC1. The product is [CH2:1]([N:9]1[CH2:22][CH2:21][C:20]2[C:19]3[C:18]([O:23][C:24]4[CH:29]=[CH:28][CH:27]=[CH:26][CH:25]=4)=[CH:17][CH:16]=[CH:15][C:14]=3[NH:13][C:12]=2[CH2:11][CH2:10]1)[C:2]1[CH:3]=[CH:4][CH:5]=[CH:6][CH:7]=1. The yield is 0.870. (3) The reactants are [C:1]([N:8]1[CH2:12][C@@H:11]([N:13]([C:22](=[O:28])[C:23]([C:26]#[N:27])([CH3:25])[CH3:24])[CH:14]2[CH2:19][CH2:18][C:17]([CH3:21])([CH3:20])[CH2:16][CH2:15]2)[CH2:10][C@H:9]1[C:29]([N:31]([CH3:33])[CH3:32])=[O:30])([O:3][C:4]([CH3:7])([CH3:6])[CH3:5])=[O:2].[H][H]. The catalyst is CO.[Pd]. The product is [C:1]([N:8]1[CH2:12][C@@H:11]([N:13]([C:22](=[O:28])[C:23]([CH3:24])([CH3:25])[CH2:26][NH2:27])[CH:14]2[CH2:19][CH2:18][C:17]([CH3:20])([CH3:21])[CH2:16][CH2:15]2)[CH2:10][C@H:9]1[C:29]([N:31]([CH3:32])[CH3:33])=[O:30])([O:3][C:4]([CH3:7])([CH3:6])[CH3:5])=[O:2]. The yield is 0.780. (4) The reactants are [Br-].[C:2]1([S+:8]2[C:12]3[CH:13]=[CH:14][CH:15]=[CH:16][C:11]=3[C:10]3[CH:17]=[CH:18][CH:19]=[CH:20][C:9]2=3)[CH:7]=[CH:6][CH:5]=[CH:4][CH:3]=1.[F:21][C:22]([F:34])([S:30]([O-:33])(=[O:32])=[O:31])[CH2:23][O:24][C:25](=[O:29])[C:26]([CH3:28])=[CH2:27].C([NH+](CC)CC)C.ClCCl. The catalyst is O. The product is [F:34][C:22]([F:21])([S:30]([O-:33])(=[O:32])=[O:31])[CH2:23][O:24][C:25](=[O:29])[C:26]([CH3:28])=[CH2:27].[C:2]1([S+:8]2[C:9]3[CH:20]=[CH:19][CH:18]=[CH:17][C:10]=3[C:11]3[CH:16]=[CH:15][CH:14]=[CH:13][C:12]2=3)[CH:7]=[CH:6][CH:5]=[CH:4][CH:3]=1. The yield is 0.950.